This data is from Catalyst prediction with 721,799 reactions and 888 catalyst types from USPTO. The task is: Predict which catalyst facilitates the given reaction. (1) Reactant: C[O:2][C:3]([C:5]1[C:10]([NH2:11])=[N:9][C:8]([NH2:12])=[C:7]([Cl:13])[N:6]=1)=[O:4].[OH-].[Na+].Cl. Product: [NH2:11][C:10]1[C:5]([C:3]([OH:4])=[O:2])=[N:6][C:7]([Cl:13])=[C:8]([NH2:12])[N:9]=1. The catalyst class is: 12. (2) Reactant: O[N:2]1[C:11]2[C:10]3[CH:12]=[CH:13][N:14]=[CH:15][C:9]=3[NH:8][C:7]3[N:16]=[CH:17][CH:18]=[CH:19][C:6]=3[C:5]=2[N:4]=[C:3]1[CH:20]1[CH2:25][CH2:24][CH:23]([CH2:26][C:27]#[N:28])[CH2:22][CH2:21]1.P(OC(C)C)(OC(C)C)OC(C)C. Product: [N:4]1[C:5]2[C:6]3[CH:19]=[CH:18][CH:17]=[N:16][C:7]=3[NH:8][C:9]3[CH:15]=[N:14][CH:13]=[CH:12][C:10]=3[C:11]=2[NH:2][C:3]=1[CH:20]1[CH2:21][CH2:22][CH:23]([CH2:26][C:27]#[N:28])[CH2:24][CH2:25]1. The catalyst class is: 80. (3) Reactant: [Li+].[OH-].[F:3][CH:4]([F:34])[O:5][CH2:6][C@H:7]([N:13]1[CH2:18][CH2:17][C@@H:16]([CH2:19][C:20]([O:22]C)=[O:21])[CH2:15][C@H:14]1[C:24]1[CH:29]=[CH:28][C:27]([C:30]([F:33])([F:32])[F:31])=[CH:26][CH:25]=1)[CH2:8][CH2:9][CH:10]([CH3:12])[CH3:11].Cl.C([O-])(O)=O.[Na+]. Product: [F:34][CH:4]([F:3])[O:5][CH2:6][C@H:7]([N:13]1[CH2:18][CH2:17][C@@H:16]([CH2:19][C:20]([OH:22])=[O:21])[CH2:15][C@H:14]1[C:24]1[CH:25]=[CH:26][C:27]([C:30]([F:33])([F:31])[F:32])=[CH:28][CH:29]=1)[CH2:8][CH2:9][CH:10]([CH3:12])[CH3:11]. The catalyst class is: 90.